From a dataset of Forward reaction prediction with 1.9M reactions from USPTO patents (1976-2016). Predict the product of the given reaction. (1) The product is: [CH3:60][O:59][C:48]1[CH:49]=[CH:50][C:51]([C:53]2[CH:58]=[CH:57][N:56]=[CH:55][CH:54]=2)=[CH:52][C:47]=1[CH2:46][N:45]([C:42]1([NH2:7])[CH2:41][CH2:40][CH:39]([CH3:38])[CH2:44][CH2:43]1)[C:61]([C:63]1[S:64][C:65]2[C:72]([F:73])=[CH:71][CH:70]=[C:69]([F:74])[C:66]=2[C:67]=1[Cl:68])=[O:62]. Given the reactants C(OC(=O)[NH:7]C1CCC(NCC2C=C(C3C=NC=CC=3)C=CC=2OC)CC1)(C)(C)C.C(OC(=O)N[CH2:38][CH:39]1[CH2:44][CH2:43][CH:42]([N:45]([C:61]([C:63]2[S:64][C:65]3[C:72]([F:73])=[CH:71][CH:70]=[C:69]([F:74])[C:66]=3[C:67]=2[Cl:68])=[O:62])[CH2:46][C:47]2[CH:52]=[C:51]([C:53]3[CH:58]=[CH:57][N:56]=[CH:55][CH:54]=3)[CH:50]=[CH:49][C:48]=2[O:59][CH3:60])[CH2:41][CH2:40]1)(C)(C)C, predict the reaction product. (2) Given the reactants [S:1]1[C:5]2[CH:6]=[CH:7][CH:8]=[CH:9][C:4]=2[CH:3]=[C:2]1[CH:10]=[N:11][S:12]([C:14]([CH3:17])([CH3:16])[CH3:15])=[O:13].[CH3:18][S:19][C:20]1[CH:25]=[CH:24][CH:23]=[CH:22][C:21]=1[Mg]Br.C(=O)(O)[O-].[Na+], predict the reaction product. The product is: [S:1]1[C:5]2[CH:6]=[CH:7][CH:8]=[CH:9][C:4]=2[CH:3]=[C:2]1[CH:10]([C:21]1[CH:22]=[CH:23][CH:24]=[CH:25][C:20]=1[S:19][CH3:18])[NH:11][S:12]([C:14]([CH3:17])([CH3:16])[CH3:15])=[O:13]. (3) Given the reactants [CH3:1][N:2]1[C:10]2[CH2:9][CH2:8][CH2:7][C:6](=[CH:11][C:12]([O:14][CH2:15][CH3:16])=[O:13])[C:5]=2[CH:4]=[CH:3]1, predict the reaction product. The product is: [CH3:1][N:2]1[C:10]2[CH2:9][CH2:8][CH2:7][CH:6]([CH2:11][C:12]([O:14][CH2:15][CH3:16])=[O:13])[C:5]=2[CH:4]=[CH:3]1. (4) Given the reactants [CH3:1][O:2][C:3](=[O:24])[C@@H:4]([O:21][CH2:22][CH3:23])[CH2:5][C:6]1[CH:11]=[CH:10][C:9]([O:12]CC2C=CC=CC=2)=[CH:8][C:7]=1[F:20], predict the reaction product. The product is: [CH3:1][O:2][C:3](=[O:24])[C@@H:4]([O:21][CH2:22][CH3:23])[CH2:5][C:6]1[CH:11]=[CH:10][C:9]([OH:12])=[CH:8][C:7]=1[F:20]. (5) The product is: [CH2:1]([C:4]1[CH:5]=[C:6]([C:11](=[O:13])[CH3:12])[CH:7]=[CH:8][C:9]=1[C:23]1[CH:22]=[C:21]([F:20])[CH:26]=[CH:25][C:24]=1[O:30][CH3:31])[CH:2]=[CH2:3]. Given the reactants [CH2:1]([C:4]1[CH:5]=[C:6]([C:11](=[O:13])[CH3:12])[CH:7]=[CH:8][C:9]=1O)[CH:2]=[CH2:3].C(=O)([O-])[O-].[K+].[K+].[F:20][C:21]1[CH:22]=[CH:23][C:24]([O:30][CH3:31])=[C:25](B(O)O)[CH:26]=1.CN(C)C=O, predict the reaction product. (6) Given the reactants [CH2:1]([O:8][C:9](=[O:24])[N:10]([CH2:16][C:17]1[CH:22]=[CH:21][C:20]([Br:23])=[CH:19][CH:18]=1)[CH:11]([CH3:15])[CH2:12][CH:13]=C)[C:2]1[CH:7]=[CH:6][CH:5]=[CH:4][CH:3]=1.C[N+]1([O-])CC[O:29]CC1, predict the reaction product. The product is: [CH2:1]([O:8][C:9](=[O:24])[N:10]([CH2:16][C:17]1[CH:22]=[CH:21][C:20]([Br:23])=[CH:19][CH:18]=1)[CH:11]([CH3:15])[CH2:12][CH:13]=[O:29])[C:2]1[CH:7]=[CH:6][CH:5]=[CH:4][CH:3]=1. (7) Given the reactants C(OC(=O)[NH:10][CH2:11][CH2:12][O:13][Si:14]([C:27]([CH3:30])([CH3:29])[CH3:28])([C:21]1[CH:26]=[CH:25][CH:24]=[CH:23][CH:22]=1)[C:15]1[CH:20]=[CH:19][CH:18]=[CH:17][CH:16]=1)C1C=CC=CC=1, predict the reaction product. The product is: [Si:14]([O:13][CH2:12][CH2:11][NH2:10])([C:27]([CH3:29])([CH3:30])[CH3:28])([C:21]1[CH:22]=[CH:23][CH:24]=[CH:25][CH:26]=1)[C:15]1[CH:16]=[CH:17][CH:18]=[CH:19][CH:20]=1. (8) Given the reactants C[O:2][C:3]([C:5]1[CH:10]=[CH:9][C:8]([O:11][CH2:12][C:13]([F:18])([F:17])[CH:14]([F:16])[F:15])=[CH:7][N:6]=1)=[O:4].[OH-].[Li+], predict the reaction product. The product is: [F:18][C:13]([F:17])([CH:14]([F:16])[F:15])[CH2:12][O:11][C:8]1[CH:9]=[CH:10][C:5]([C:3]([OH:4])=[O:2])=[N:6][CH:7]=1.